This data is from NCI-60 drug combinations with 297,098 pairs across 59 cell lines. The task is: Regression. Given two drug SMILES strings and cell line genomic features, predict the synergy score measuring deviation from expected non-interaction effect. Drug 1: CN(CC1=CN=C2C(=N1)C(=NC(=N2)N)N)C3=CC=C(C=C3)C(=O)NC(CCC(=O)O)C(=O)O. Drug 2: C1CN1P(=S)(N2CC2)N3CC3. Cell line: SN12C. Synergy scores: CSS=35.7, Synergy_ZIP=-7.74, Synergy_Bliss=-2.50, Synergy_Loewe=-2.79, Synergy_HSA=0.102.